From a dataset of Reaction yield outcomes from USPTO patents with 853,638 reactions. Predict the reaction yield, written as a fraction of the theoretical maximum amount of product (1.0 means a 100% yield; for example, 0.34 means a 34% yield). (1) The yield is 0.440. The product is [CH2:7]([N:6]1[C:2]([N:20]2[CH2:21][CH2:22][CH2:23][C@H:17]([NH:16][C:14](=[O:15])[C:13]([F:24])([F:12])[F:25])[CH2:18][CH2:19]2)=[C:3]([N+:9]([O-:11])=[O:10])[CH:4]=[N:5]1)[CH3:8]. No catalyst specified. The reactants are Cl[C:2]1[N:6]([CH2:7][CH3:8])[N:5]=[CH:4][C:3]=1[N+:9]([O-:11])=[O:10].[F:12][C:13]([F:25])([F:24])[C:14]([NH:16][C@H:17]1[CH2:23][CH2:22][CH2:21][NH:20][CH2:19][CH2:18]1)=[O:15]. (2) The reactants are [Br:1][C:2]1[CH:3]=[C:4]2[C:8](=[CH:9][CH:10]=1)[NH:7][C:6](=[O:11])[CH2:5]2.[C:12]1([C:18](=O)[C:19]([O:21]C)=[O:20])[CH:17]=[CH:16][CH:15]=[CH:14][CH:13]=1. No catalyst specified. The product is [Br:1][C:2]1[CH:3]=[C:4]2[C:8](=[CH:9][CH:10]=1)[NH:7][C:6](=[O:11])[C:5]2=[C:18]([C:12]1[CH:17]=[CH:16][CH:15]=[CH:14][CH:13]=1)[C:19]([OH:21])=[O:20]. The yield is 0.450. (3) The reactants are Cl[C:2]1[C:7]([N+:8]([O-:10])=[O:9])=[CH:6][N:5]=[C:4]2[CH:11]=[CH:12][S:13][C:3]=12.[NH2:14][C@@H:15]1[CH2:20][C@@H:19]([NH:21][C:22](=[O:31])[O:23][CH2:24][C:25]2[CH:30]=[CH:29][CH:28]=[CH:27][CH:26]=2)[C@@H:18]([CH2:32][C:33]#[N:34])[CH2:17][CH2:16]1.C(N(CC)CC)C. The catalyst is C(O)(C)C. The product is [C:33]([CH2:32][C@H:18]1[CH2:17][CH2:16][C@H:15]([NH:14][C:2]2[C:7]([N+:8]([O-:10])=[O:9])=[CH:6][N:5]=[C:4]3[CH:11]=[CH:12][S:13][C:3]=23)[CH2:20][C@H:19]1[NH:21][C:22](=[O:31])[O:23][CH2:24][C:25]1[CH:30]=[CH:29][CH:28]=[CH:27][CH:26]=1)#[N:34]. The yield is 0.590. (4) The yield is 0.0600. The product is [C:21]([O:20][C:18](=[O:19])[N:3]([CH2:1][CH3:2])[CH2:4][CH2:5][N:6]1[CH2:12][CH2:11][CH2:10][C:9]2[NH:13][CH:14]=[C:15]([CH3:16])[C:8]=2[C:7]1=[O:17])([CH3:24])([CH3:23])[CH3:22]. The catalyst is ClCCl.C(OCC)(=O)C.O. The reactants are [CH2:1]([NH:3][CH2:4][CH2:5][N:6]1[CH2:12][CH2:11][CH2:10][C:9]2[NH:13][CH:14]=[C:15]([CH3:16])[C:8]=2[C:7]1=[O:17])[CH3:2].[C:18](O[C:18]([O:20][C:21]([CH3:24])([CH3:23])[CH3:22])=[O:19])([O:20][C:21]([CH3:24])([CH3:23])[CH3:22])=[O:19].C(=O)([O-])[O-].[K+].[K+].O1CCCC1.